Task: Regression. Given two drug SMILES strings and cell line genomic features, predict the synergy score measuring deviation from expected non-interaction effect.. Dataset: NCI-60 drug combinations with 297,098 pairs across 59 cell lines (1) Drug 1: CCC1(CC2CC(C3=C(CCN(C2)C1)C4=CC=CC=C4N3)(C5=C(C=C6C(=C5)C78CCN9C7C(C=CC9)(C(C(C8N6C=O)(C(=O)OC)O)OC(=O)C)CC)OC)C(=O)OC)O.OS(=O)(=O)O. Drug 2: CCCCC(=O)OCC(=O)C1(CC(C2=C(C1)C(=C3C(=C2O)C(=O)C4=C(C3=O)C=CC=C4OC)O)OC5CC(C(C(O5)C)O)NC(=O)C(F)(F)F)O. Cell line: HOP-92. Synergy scores: CSS=66.9, Synergy_ZIP=-8.83, Synergy_Bliss=-6.67, Synergy_Loewe=-5.97, Synergy_HSA=-2.99. (2) Drug 1: CS(=O)(=O)C1=CC(=C(C=C1)C(=O)NC2=CC(=C(C=C2)Cl)C3=CC=CC=N3)Cl. Drug 2: COCCOC1=C(C=C2C(=C1)C(=NC=N2)NC3=CC=CC(=C3)C#C)OCCOC.Cl. Cell line: SK-MEL-5. Synergy scores: CSS=-0.389, Synergy_ZIP=-1.28, Synergy_Bliss=0.350, Synergy_Loewe=-6.67, Synergy_HSA=-2.70. (3) Drug 1: CS(=O)(=O)C1=CC(=C(C=C1)C(=O)NC2=CC(=C(C=C2)Cl)C3=CC=CC=N3)Cl. Drug 2: C1CCC(C1)C(CC#N)N2C=C(C=N2)C3=C4C=CNC4=NC=N3. Cell line: K-562. Synergy scores: CSS=20.5, Synergy_ZIP=-5.91, Synergy_Bliss=-1.05, Synergy_Loewe=-3.06, Synergy_HSA=-2.66. (4) Drug 1: COC1=CC(=CC(=C1O)OC)C2C3C(COC3=O)C(C4=CC5=C(C=C24)OCO5)OC6C(C(C7C(O6)COC(O7)C8=CC=CS8)O)O. Drug 2: C1CC(C1)(C(=O)O)C(=O)O.[NH2-].[NH2-].[Pt+2]. Cell line: SK-MEL-28. Synergy scores: CSS=22.1, Synergy_ZIP=-7.55, Synergy_Bliss=-0.434, Synergy_Loewe=-0.967, Synergy_HSA=1.89. (5) Drug 1: C1CC(=O)NC(=O)C1N2C(=O)C3=CC=CC=C3C2=O. Drug 2: C1CN(P(=O)(OC1)NCCCl)CCCl. Cell line: RPMI-8226. Synergy scores: CSS=-2.15, Synergy_ZIP=-0.555, Synergy_Bliss=-2.03, Synergy_Loewe=-3.98, Synergy_HSA=-3.79. (6) Drug 1: C1CCC(C(C1)N)N.C(=O)(C(=O)[O-])[O-].[Pt+4]. Drug 2: C1C(C(OC1N2C=NC3=C2NC=NCC3O)CO)O. Cell line: HCT116. Synergy scores: CSS=55.5, Synergy_ZIP=-2.34, Synergy_Bliss=-2.36, Synergy_Loewe=-7.76, Synergy_HSA=-1.60.